Dataset: Forward reaction prediction with 1.9M reactions from USPTO patents (1976-2016). Task: Predict the product of the given reaction. (1) Given the reactants [CH2:1]([N:8]1[CH2:13][CH2:12][N:11]([C:14]2[CH:22]=[CH:21][CH:20]=[C:19]3[C:15]=2[CH:16]=[CH:17][NH:18]3)[CH2:10][CH2:9]1)[C:2]1[CH:7]=[CH:6][CH:5]=[CH:4][CH:3]=1.[Cl:23][C:24]1[CH:25]=[C:26]([S:31](Cl)(=[O:33])=[O:32])[CH:27]=[C:28]([Cl:30])[CH:29]=1, predict the reaction product. The product is: [CH2:1]([N:8]1[CH2:13][CH2:12][N:11]([C:14]2[CH:22]=[CH:21][CH:20]=[C:19]3[C:15]=2[CH:16]=[CH:17][N:18]3[S:31]([C:26]2[CH:25]=[C:24]([Cl:23])[CH:29]=[C:28]([Cl:30])[CH:27]=2)(=[O:33])=[O:32])[CH2:10][CH2:9]1)[C:2]1[CH:3]=[CH:4][CH:5]=[CH:6][CH:7]=1. (2) Given the reactants [CH2:1]([C@@:5]1([C:21]([O:23]C(C)(C)C)=[O:22])[CH2:9][C@@H:8]([C:10]2[N:14]=[C:13]([CH3:15])[O:12][N:11]=2)[C@H:7]([C:16]2[N:17]=[CH:18][S:19][CH:20]=2)[NH:6]1)[CH:2]([CH3:4])[CH3:3].[CH3:28][O:29][C:30]1[CH:31]=[C:32]([CH:36]=[CH:37][C:38]=1[C:39]([CH3:42])([CH3:41])[CH3:40])[C:33](Cl)=[O:34].FC(F)(F)C(O)=O, predict the reaction product. The product is: [CH2:1]([C@@:5]1([C:21]([OH:23])=[O:22])[CH2:9][C@@H:8]([C:10]2[N:14]=[C:13]([CH3:15])[O:12][N:11]=2)[C@H:7]([C:16]2[N:17]=[CH:18][S:19][CH:20]=2)[N:6]1[C:33](=[O:34])[C:32]1[CH:36]=[CH:37][C:38]([C:39]([CH3:40])([CH3:41])[CH3:42])=[C:30]([O:29][CH3:28])[CH:31]=1)[CH:2]([CH3:3])[CH3:4].